From a dataset of Forward reaction prediction with 1.9M reactions from USPTO patents (1976-2016). Predict the product of the given reaction. (1) Given the reactants O[CH2:2][C:3]1[CH:4]=[C:5]([CH:8]=[CH:9][CH:10]=1)[C:6]#[N:7].C1(P(C2C=CC=CC=2)C2C=CC=CC=2)C=CC=CC=1.N1C=CN=C1.[I:35]I.[Cl-].[NH4+], predict the reaction product. The product is: [I:35][CH2:2][C:3]1[CH:4]=[C:5]([CH:8]=[CH:9][CH:10]=1)[C:6]#[N:7]. (2) Given the reactants [CH3:1][O:2][C:3]1[C:4]([O:43][CH2:44][O:45][CH2:46][CH2:47][Si:48]([CH3:51])([CH3:50])[CH3:49])=[C:5]([CH:8]=[C:9]([C:11]2[CH:16]=[C:15]([C:17]3[N:21]([CH2:22][O:23][CH2:24][CH2:25][Si:26]([CH3:29])([CH3:28])[CH3:27])[C:20]4[CH:30]=[CH:31][CH:32]=[CH:33][C:19]=4[N:18]=3)[C:14](=[O:34])[N:13]([CH2:35][O:36][CH2:37][CH2:38][Si:39]([CH3:42])([CH3:41])[CH3:40])[N:12]=2)[CH:10]=1)C=O.[CH3:52][NH2:53].[CH2:54]1COCC1.C([BH3-])#N.[Na+], predict the reaction product. The product is: [CH3:1][O:2][C:3]1[CH:10]=[C:9]([C:11]2[CH:16]=[C:15]([C:17]3[N:21]([CH2:22][O:23][CH2:24][CH2:25][Si:26]([CH3:29])([CH3:28])[CH3:27])[C:20]4[CH:30]=[CH:31][CH:32]=[CH:33][C:19]=4[N:18]=3)[C:14](=[O:34])[N:13]([CH2:35][O:36][CH2:37][CH2:38][Si:39]([CH3:40])([CH3:41])[CH3:42])[N:12]=2)[CH:8]=[C:5]([CH2:52][NH:53][CH3:54])[C:4]=1[O:43][CH2:44][O:45][CH2:46][CH2:47][Si:48]([CH3:51])([CH3:50])[CH3:49]. (3) The product is: [CH2:1]([O:3][C:4](=[O:29])[CH2:5][O:6][C:7]1[CH:12]=[CH:11][C:10]([OH:13])=[CH:9][C:8]=1[CH2:21][CH2:22][C:23]1[CH:28]=[CH:27][CH:26]=[CH:25][CH:24]=1)[CH3:2]. Given the reactants [CH2:1]([O:3][C:4](=[O:29])[CH2:5][O:6][C:7]1[CH:12]=[CH:11][C:10]([O:13]CC2C=CC=CC=2)=[CH:9][C:8]=1[CH2:21][CH2:22][C:23]1[CH:28]=[CH:27][CH:26]=[CH:25][CH:24]=1)[CH3:2].[H][H], predict the reaction product. (4) Given the reactants [C:1]([C:5]1[CH:6]=[C:7]([C:23](=[O:25])[NH2:24])[C:8]([O:21][CH3:22])=[C:9]([NH:11][C:12](=[O:20])OC2C=CC=CC=2)[CH:10]=1)([CH3:4])([CH3:3])[CH3:2].[NH2:26][C:27]1[C:36]2[C:31](=[CH:32][CH:33]=[CH:34][CH:35]=2)[C:30]([O:37][C:38]2[CH:43]=[CH:42][N:41]=[C:40]([NH:44][C:45]3[CH:46]=[C:47]([CH:61]=[C:62]([C:64]#[CH:65])[CH:63]=3)[C:48]([NH:50][CH2:51][CH2:52][O:53][CH2:54][CH2:55][O:56][CH2:57][CH2:58][O:59][CH3:60])=[O:49])[CH:39]=2)=[CH:29][CH:28]=1.CCN(CC)CC, predict the reaction product. The product is: [C:1]([C:5]1[CH:6]=[C:7]([C:23](=[O:25])[NH2:24])[C:8]([O:21][CH3:22])=[C:9]([NH:11][C:12](=[O:20])[NH:26][C:27]2[C:36]3[C:31](=[CH:32][CH:33]=[CH:34][CH:35]=3)[C:30]([O:37][C:38]3[CH:43]=[CH:42][N:41]=[C:40]([NH:44][C:45]4[CH:46]=[C:47]([CH:61]=[C:62]([C:64]#[CH:65])[CH:63]=4)[C:48]([NH:50][CH2:51][CH2:52][O:53][CH2:54][CH2:55][O:56][CH2:57][CH2:58][O:59][CH3:60])=[O:49])[CH:39]=3)=[CH:29][CH:28]=2)[CH:10]=1)([CH3:2])([CH3:3])[CH3:4]. (5) Given the reactants [Br:1][C:2]1[CH:9]=[CH:8][C:7]([O:10][Si:11]([C:24]([CH3:27])([CH3:26])[CH3:25])([C:18]2[CH:23]=[CH:22][CH:21]=[CH:20][CH:19]=2)[C:12]2[CH:17]=[CH:16][CH:15]=[CH:14][CH:13]=2)=[CH:6][C:3]=1[CH:4]=[O:5].[BH4-].[Na+], predict the reaction product. The product is: [Br:1][C:2]1[CH:9]=[CH:8][C:7]([O:10][Si:11]([C:24]([CH3:25])([CH3:26])[CH3:27])([C:12]2[CH:13]=[CH:14][CH:15]=[CH:16][CH:17]=2)[C:18]2[CH:23]=[CH:22][CH:21]=[CH:20][CH:19]=2)=[CH:6][C:3]=1[CH2:4][OH:5].